Dataset: Full USPTO retrosynthesis dataset with 1.9M reactions from patents (1976-2016). Task: Predict the reactants needed to synthesize the given product. (1) Given the product [CH3:4][C:2]([C@H:5]([NH:47][C:48]([O:50][CH3:51])=[O:49])[C:6]([NH:8][C@H:9]([C@@H:17]([OH:46])[CH2:18][N:19]([NH:33][C:34]([C@@H:36]([NH:41][C:42]([O:44][CH3:45])=[O:43])[C:37]([CH3:38])([CH3:39])[CH3:40])=[O:35])[CH2:20][C:21]1[CH:22]=[CH:23][C:24]([C:27]2[CH:28]=[CH:29][CH:30]=[CH:31][N:32]=2)=[CH:25][CH:26]=1)[CH2:10][C:11]1[CH:16]=[CH:15][CH:14]=[CH:13][CH:12]=1)=[O:7])([CH3:1])[CH3:3].[OH:58][S:55]([OH:59])(=[O:57])=[O:56], predict the reactants needed to synthesize it. The reactants are: [CH3:1][C:2]([C@H:5]([NH:47][C:48]([O:50][CH3:51])=[O:49])[C:6]([NH:8][C@H:9]([C@@H:17]([OH:46])[CH2:18][N:19]([NH:33][C:34]([C@@H:36]([NH:41][C:42]([O:44][CH3:45])=[O:43])[C:37]([CH3:40])([CH3:39])[CH3:38])=[O:35])[CH2:20][C:21]1[CH:26]=[CH:25][C:24]([C:27]2[N:32]=[CH:31][CH:30]=[CH:29][CH:28]=2)=[CH:23][CH:22]=1)[CH2:10][C:11]1[CH:16]=[CH:15][CH:14]=[CH:13][CH:12]=1)=[O:7])([CH3:4])[CH3:3].CCO.[S:55](=[O:59])(=[O:58])([OH:57])[OH:56]. (2) Given the product [C:27]([C:31]1[O:35][C:34]([C:36]([NH:26][CH2:25][C:3]2[CH:4]=[CH:5][C:6]([C:8]3[CH:13]=[CH:12][N:11]=[C:10]4[NH:14][C:15]([C:17]5[CH:22]=[CH:21][C:20]([O:23][CH3:24])=[CH:19][N:18]=5)=[N:16][C:9]=34)=[CH:7][C:2]=2[F:1])=[O:37])=[N:33][N:32]=1)([CH3:30])([CH3:28])[CH3:29], predict the reactants needed to synthesize it. The reactants are: [F:1][C:2]1[CH:7]=[C:6]([C:8]2[CH:13]=[CH:12][N:11]=[C:10]3[NH:14][C:15]([C:17]4[CH:22]=[CH:21][C:20]([O:23][CH3:24])=[CH:19][N:18]=4)=[N:16][C:9]=23)[CH:5]=[CH:4][C:3]=1[CH2:25][NH2:26].[C:27]([C:31]1[O:35][C:34]([C:36](OC)=[O:37])=[N:33][N:32]=1)([CH3:30])([CH3:29])[CH3:28]. (3) Given the product [Cl:23][C:24]1[CH:25]=[C:26](/[CH:30]=[CH:31]/[CH:32]=[C:59]2[CH2:64][CH2:63][N:62]([C:65]3[S:66][CH:67]=[CH:68][C:69]=3[C:70]#[N:71])[CH2:61][CH2:60]2)[CH:27]=[CH:28][CH:29]=1, predict the reactants needed to synthesize it. The reactants are: C(OC(N1CCC(=C/C=C/C2C=CC=CC=2)CC1)=O)(C)(C)C.[Cl:23][C:24]1[CH:29]=[CH:28][CH:27]=[C:26](/[CH:30]=[CH:31]/[CH2:32]P(OCC)(OCC)=O)[CH:25]=1.C(P(=O)(OCC)OCC)C=CC1C=CC=CC=1.O=[C:59]1[CH2:64][CH2:63][N:62]([C:65]2[S:66][CH:67]=[CH:68][C:69]=2[C:70]#[N:71])[CH2:61][CH2:60]1. (4) Given the product [Cl:1][C:2]1[CH:7]=[CH:6][C:5]([N:8]([CH2:13][CH:14]2[CH2:15][CH2:16][N:17]([CH2:27][CH2:28][C:29]3[CH:34]=[CH:33][CH:32]=[CH:31][CH:30]=3)[CH2:18][CH2:19]2)[C:9](=[O:12])[CH2:10][CH3:11])=[CH:4][CH:3]=1, predict the reactants needed to synthesize it. The reactants are: [Cl:1][C:2]1[CH:7]=[CH:6][C:5]([N:8]([CH2:13][CH:14]2[CH2:19][CH2:18][NH:17][CH2:16][CH2:15]2)[C:9](=[O:12])[CH2:10][CH3:11])=[CH:4][CH:3]=1.C(=O)([O-])[O-].[K+].[K+].Br[CH2:27][CH2:28][C:29]1[CH:34]=[CH:33][CH:32]=[CH:31][CH:30]=1.C(=O)([O-])O.[Na+]. (5) Given the product [CH2:9]1[O:8][C:7]2[C:6](=[CH:5][S:4][CH:3]=2)[O:2][CH2:1]1, predict the reactants needed to synthesize it. The reactants are: [CH2:1]1[CH2:9][O:8][C:7]2[CH:6]=[CH:5][S:4][C:3]=2[O:2]1.